Dataset: Forward reaction prediction with 1.9M reactions from USPTO patents (1976-2016). Task: Predict the product of the given reaction. Given the reactants [NH2:1][C:2]1[CH:11]=[CH:10][C:5]([C:6]([O:8][CH3:9])=[O:7])=[C:4]([CH3:12])[CH:3]=1.[N:13]([O-])=O.[Na+].O.O.[Sn](Cl)Cl, predict the reaction product. The product is: [NH:1]([C:2]1[CH:11]=[CH:10][C:5]([C:6]([O:8][CH3:9])=[O:7])=[C:4]([CH3:12])[CH:3]=1)[NH2:13].